Dataset: Forward reaction prediction with 1.9M reactions from USPTO patents (1976-2016). Task: Predict the product of the given reaction. (1) Given the reactants [Br:1]N1C(=O)CCC1=O.[NH2:9][C:10]1[C:15]([C:16]2[O:17][C:18]3[C:24]([C:25]#[N:26])=[CH:23][CH:22]=[CH:21][C:19]=3[N:20]=2)=[CH:14][CH:13]=[CH:12][N:11]=1, predict the reaction product. The product is: [NH2:9][C:10]1[C:15]([C:16]2[O:17][C:18]3[C:24]([C:25]#[N:26])=[CH:23][CH:22]=[CH:21][C:19]=3[N:20]=2)=[CH:14][C:13]([Br:1])=[CH:12][N:11]=1. (2) Given the reactants CON(C)[C:4](=[O:18])[C@@H:5]([NH:7][C:8](=[O:17])[O:9][CH2:10][C:11]1[CH:16]=[CH:15][CH:14]=[CH:13][CH:12]=1)[CH3:6].[H-].COCCO[Al+]OCCOC.[Na+].[H-].Cl, predict the reaction product. The product is: [O:18]=[CH:4][C@@H:5]([NH:7][C:8](=[O:17])[O:9][CH2:10][C:11]1[CH:16]=[CH:15][CH:14]=[CH:13][CH:12]=1)[CH3:6]. (3) Given the reactants [CH3:1][C:2]1[C:7]([CH3:8])=[CH:6][CH:5]=[CH:4][C:3]=1[CH:9]([C:11]1[NH:12][CH:13]=[CH:14][N:15]=1)[CH3:10], predict the reaction product. The product is: [CH3:1][C:2]1[C:7]([CH3:8])=[CH:6][CH:5]=[CH:4][C:3]=1[C@@H:9]([C:11]1[NH:15][CH:14]=[CH:13][N:12]=1)[CH3:10]. (4) Given the reactants [CH3:1][O:2][C:3]1[CH:31]=[CH:30][C:6]([CH2:7][N:8]([C:25]2[S:26][CH:27]=[CH:28][N:29]=2)[S:9]([C:12]2[CH:13]=[CH:14][C:15]3[NH:20][CH2:19][CH:18]([CH2:21][O:22][CH3:23])[O:17][C:16]=3[CH:24]=2)(=[O:11])=[O:10])=[CH:5][CH:4]=1.[Cl:32][C:33]1[CH:34]=[CH:35][C:36](F)=[C:37]([CH:40]=1)[C:38]#[N:39].C([O-])([O-])=O.[Cs+].[Cs+], predict the reaction product. The product is: [Cl:32][C:33]1[CH:34]=[CH:35][C:36]([N:20]2[CH2:19][CH:18]([CH2:21][O:22][CH3:23])[O:17][C:16]3[CH:24]=[C:12]([S:9]([N:8]([CH2:7][C:6]4[CH:5]=[CH:4][C:3]([O:2][CH3:1])=[CH:31][CH:30]=4)[C:25]4[S:26][CH:27]=[CH:28][N:29]=4)(=[O:11])=[O:10])[CH:13]=[CH:14][C:15]2=3)=[C:37]([C:38]#[N:39])[CH:40]=1. (5) Given the reactants Cl[C:2]1[CH:11]=[CH:10][C:9]2[C:4](=[CH:5][CH:6]=[C:7]([CH3:22])[C:8]=2[NH:12][C:13](=[O:21])[CH2:14][CH:15]2[CH2:20][CH2:19][CH2:18][CH2:17][CH2:16]2)[N:3]=1.[NH:23]1[CH2:27][CH2:26][C@H:25]([NH2:28])[CH2:24]1, predict the reaction product. The product is: [NH2:28][C@H:25]1[CH2:26][CH2:27][N:23]([C:2]2[CH:11]=[CH:10][C:9]3[C:4](=[CH:5][CH:6]=[C:7]([CH3:22])[C:8]=3[NH:12][C:13](=[O:21])[CH2:14][CH:15]3[CH2:20][CH2:19][CH2:18][CH2:17][CH2:16]3)[N:3]=2)[CH2:24]1. (6) Given the reactants [NH2:1][C:2]1[CH:7]=[C:6]([Br:8])[CH:5]=[CH:4][C:3]=1[C:9](=[O:11])[CH3:10].Cl.[N:13]([O-])=O.[Na+], predict the reaction product. The product is: [Br:8][C:6]1[CH:7]=[C:2]2[C:3]([C:9]([OH:11])=[CH:10][N:13]=[N:1]2)=[CH:4][CH:5]=1. (7) Given the reactants [CH2:1]([N:4]1[C:8]2=[C:9]([CH:13]=O)[N:10]=[CH:11][CH:12]=[C:7]2[C:6]([CH3:15])=[C:5]1[CH3:16])[CH:2]=[CH2:3].[F:17][C:18]1[CH:24]=[CH:23][C:21]([NH2:22])=[CH:20][CH:19]=1, predict the reaction product. The product is: [CH2:1]([N:4]1[C:8]2=[C:9]([CH:13]=[N:22][C:21]3[CH:23]=[CH:24][C:18]([F:17])=[CH:19][CH:20]=3)[N:10]=[CH:11][CH:12]=[C:7]2[C:6]([CH3:15])=[C:5]1[CH3:16])[CH:2]=[CH2:3].